Task: Predict the reactants needed to synthesize the given product.. Dataset: Full USPTO retrosynthesis dataset with 1.9M reactions from patents (1976-2016) (1) Given the product [CH2:1]([NH:7][C:11](=[O:12])[CH2:10][C:9](=[O:13])[CH3:8])[CH2:2][CH2:3][CH2:4][CH2:5][CH3:6], predict the reactants needed to synthesize it. The reactants are: [CH2:1]([NH2:7])[CH2:2][CH2:3][CH2:4][CH2:5][CH3:6].[CH2:8]=[C:9]1[O:13][C:11](=[O:12])[CH2:10]1. (2) Given the product [CH2:1]([O:8][C:9]([NH:11][C@@H:12]([CH2:20][C:21]1[CH:26]=[CH:25][C:24]([C:27]2[N:32]=[CH:31][C:30]([Br:33])=[CH:29][N:28]=2)=[CH:23][CH:22]=1)[C:13]([OH:15])=[O:14])=[O:10])[C:2]1[CH:7]=[CH:6][CH:5]=[CH:4][CH:3]=1, predict the reactants needed to synthesize it. The reactants are: [CH2:1]([O:8][C:9]([NH:11][C@@H:12]([CH2:20][C:21]1[CH:26]=[CH:25][C:24]([C:27]2[N:32]=[CH:31][C:30]([Br:33])=[CH:29][N:28]=2)=[CH:23][CH:22]=1)[C:13]([O:15]C(C)(C)C)=[O:14])=[O:10])[C:2]1[CH:7]=[CH:6][CH:5]=[CH:4][CH:3]=1.C(O)(C(F)(F)F)=O. (3) Given the product [Cl:14][C:15]1[N:20]=[C:19]([NH:21][C@H:22]2[CH2:27][CH2:26][CH2:25][C@:24]([CH:7]([CH3:13])[C:8]([O:10][CH2:11][CH3:12])=[O:9])([OH:28])[CH2:23]2)[C:18]([F:29])=[CH:17][N:16]=1, predict the reactants needed to synthesize it. The reactants are: Cl[Si](C)(C)C.Br[CH:7]([CH3:13])[C:8]([O:10][CH2:11][CH3:12])=[O:9].[Cl:14][C:15]1[N:20]=[C:19]([NH:21][C@H:22]2[CH2:27][CH2:26][CH2:25][C:24](=[O:28])[CH2:23]2)[C:18]([F:29])=[CH:17][N:16]=1. (4) Given the product [CH:11]1(/[CH:17]=[CH:18]/[C:23]2[CH:29]=[CH:28][C:26]([NH2:27])=[C:25]([F:30])[CH:24]=2)[CH2:16][CH2:15][CH2:14][CH2:13][CH2:12]1, predict the reactants needed to synthesize it. The reactants are: C(O)(C)C.C(O[K])(C)(C)C.[CH:11]1(/[CH:17]=[CH:18]/B(O)O)[CH2:16][CH2:15][CH2:14][CH2:13][CH2:12]1.Br[C:23]1[CH:29]=[CH:28][C:26]([NH2:27])=[C:25]([F:30])[CH:24]=1. (5) Given the product [CH3:1][C:2]1[CH:11]=[CH:10][C:9]2[C:4](=[CH:5][CH:6]=[C:7]3[O:15][CH2:14][C@H:13]([CH2:16][N:17]4[CH2:22][CH2:21][CH:20]([O:23][C:25]5[CH:26]=[CH:27][C:28]6[O:33][CH2:32][C:31](=[O:34])[NH:30][C:29]=6[CH:35]=5)[CH2:19][CH2:18]4)[O:12][C:8]3=2)[N:3]=1, predict the reactants needed to synthesize it. The reactants are: [CH3:1][C:2]1[CH:11]=[CH:10][C:9]2[C:4](=[CH:5][CH:6]=[C:7]3[O:15][CH2:14][C@H:13]([CH2:16][N:17]4[CH2:22][CH2:21][CH:20]([OH:23])[CH2:19][CH2:18]4)[O:12][C:8]3=2)[N:3]=1.O[C:25]1[CH:26]=[CH:27][C:28]2[O:33][CH2:32][C:31](=[O:34])[NH:30][C:29]=2[CH:35]=1.C1(P(C2C=CC=CC=2)C2C=CC=CC=2)C=CC=CC=1.N(C(OCC)=O)=NC(OCC)=O.Cl. (6) Given the product [Cl:1][C:2]1[C:7]([C:8]2[CH:13]=[CH:12][CH:11]=[CH:10][CH:9]=2)=[N:6][N:5]=[C:4]2[N:14]([CH2:23][C:24]([NH:70][CH2:69][CH2:68][CH2:67][NH:66][C:60]3[C:61]4[C:62](=[N:63][O:64][N:65]=4)[C:57]([N+:54]([O-:56])=[O:55])=[CH:58][CH:59]=3)=[O:25])[N:15]=[C:16]([C:17]3[CH:22]=[CH:21][CH:20]=[CH:19][CH:18]=3)[C:3]=12, predict the reactants needed to synthesize it. The reactants are: [Cl:1][C:2]1[C:7]([C:8]2[CH:13]=[CH:12][CH:11]=[CH:10][CH:9]=2)=[N:6][N:5]=[C:4]2[N:14]([CH2:23][C:24](O)=[O:25])[N:15]=[C:16]([C:17]3[CH:22]=[CH:21][CH:20]=[CH:19][CH:18]=3)[C:3]=12.ClC1C(C2C=CC=CC=2)=NN=C2N(CC(NC)=O)N=C(C3C=CC=CC=3)C=12.[N+:54]([C:57]1[C:62]2=[N:63][O:64][N:65]=[C:61]2[C:60]([NH:66][CH2:67][CH2:68][CH2:69][NH2:70])=[CH:59][CH:58]=1)([O-:56])=[O:55]. (7) The reactants are: [C:1]([NH:9][C:10]1[C:19]2[C:14](=[CH:15][CH:16]=[CH:17][CH:18]=2)[C:13]([S:20](Cl)(=[O:22])=[O:21])=[CH:12][CH:11]=1)(=[O:8])[C:2]1C=C[CH:5]=[CH:4][CH:3]=1.[C:24]([O:28][C:29]([N:31]1[CH2:36][CH2:35][CH:34]([NH2:37])[CH2:33][CH2:32]1)=[O:30])([CH3:27])([CH3:26])C.ClC(O[CH:42]([CH3:44])[CH3:43])=O.N(C(C)C)=[C:46]=O. Given the product [CH:24]([O:28][C:29]([N:31]1[CH2:32][CH2:33][C@H:34]([NH:37][S:20]([C:13]2[C:14]3[C:19](=[CH:18][CH:17]=[CH:16][CH:15]=3)[C:10]([NH:9][C:1](=[O:8])[C:2]3[CH:3]=[CH:4][CH:5]=[CH:44][C:42]=3[CH3:43])=[CH:11][CH:12]=2)(=[O:22])=[O:21])[C@H:35]([CH3:46])[CH2:36]1)=[O:30])([CH3:26])[CH3:27], predict the reactants needed to synthesize it.